Task: Predict the reaction yield, written as a fraction of the theoretical maximum amount of product (1.0 means a 100% yield; for example, 0.34 means a 34% yield).. Dataset: Reaction yield outcomes from USPTO patents with 853,638 reactions The product is [ClH:58].[ClH:58].[NH2:48][C:12]1[NH:11][C:10](=[O:49])[C:9]2[NH:8][CH:17]([CH:18]([OH:47])[CH:19]([O:21][C:22](=[O:46])[CH2:23][CH2:24][CH:25]([NH2:38])[C:26](=[O:37])[NH:27][CH:28]([C:30]([OH:32])=[O:31])[CH3:29])[CH3:20])[CH2:16][NH:15][C:14]=2[N:13]=1. The reactants are C(OC([N:8]1[CH:17]([CH:18]([OH:47])[CH:19]([O:21][C:22](=[O:46])[CH2:23][CH2:24][CH:25]([NH:38]C(OC(C)(C)C)=O)[C:26](=[O:37])[NH:27][CH:28]([C:30]([O:32]C(C)(C)C)=[O:31])[CH3:29])[CH3:20])[CH2:16][NH:15][C:14]2[NH:13][C:12]([NH2:48])=[N:11][C:10](=[O:49])[C:9]1=2)=O)(C)(C)C.FC(F)(F)C(O)=O.C(Cl)[Cl:58]. No catalyst specified. The yield is 0.980.